From a dataset of Forward reaction prediction with 1.9M reactions from USPTO patents (1976-2016). Predict the product of the given reaction. (1) Given the reactants [F:1][C:2]1[CH:10]=[CH:9][C:8]([O:11][C:12]2[C:17]([C:18]3[O:22][CH:21]=[N:20][CH:19]=3)=[CH:16][CH:15]=[CH:14][N:13]=2)=[CH:7][C:3]=1[C:4](O)=[O:5].C(Cl)(=O)C([Cl:26])=O, predict the reaction product. The product is: [F:1][C:2]1[CH:10]=[CH:9][C:8]([O:11][C:12]2[C:17]([C:18]3[O:22][CH:21]=[N:20][CH:19]=3)=[CH:16][CH:15]=[CH:14][N:13]=2)=[CH:7][C:3]=1[C:4]([Cl:26])=[O:5]. (2) The product is: [CH2:48]([O:55][C:56](=[O:75])[NH:57][CH2:58][CH2:59][CH2:60][CH2:61][C@H:62]([NH:74][C:11]([CH:2]1[CH2:3][CH2:4][C:5]2[C:10](=[CH:9][CH:8]=[CH:7][CH:6]=2)[CH2:1]1)=[O:13])[C:63]([C:65]1[S:66][C:67]2[CH:73]=[CH:72][CH:71]=[CH:70][C:68]=2[N:69]=1)=[O:64])[C:49]1[CH:54]=[CH:53][CH:52]=[CH:51][CH:50]=1. Given the reactants [CH2:1]1[C:10]2[C:5](=[CH:6][CH:7]=[CH:8][CH:9]=2)[CH2:4][CH2:3][CH:2]1[C:11]([OH:13])=O.CN(C(ON1N=NC2C=CC=NC1=2)=[N+](C)C)C.F[P-](F)(F)(F)(F)F.CCN(C(C)C)C(C)C.Cl.[CH2:48]([O:55][C:56](=[O:75])[NH:57][CH2:58][CH2:59][CH2:60][CH2:61][C@H:62]([NH2:74])[C:63]([C:65]1[S:66][C:67]2[CH:73]=[CH:72][CH:71]=[CH:70][C:68]=2[N:69]=1)=[O:64])[C:49]1[CH:54]=[CH:53][CH:52]=[CH:51][CH:50]=1, predict the reaction product.